Predict the reaction yield, written as a fraction of the theoretical maximum amount of product (1.0 means a 100% yield; for example, 0.34 means a 34% yield). From a dataset of Reaction yield outcomes from USPTO patents with 853,638 reactions. The reactants are [Br:1][C:2]1[C:3](F)=[C:4]2[C:10]([NH:11][C:12](=[O:18])[CH2:13][S:14]([CH3:17])(=[O:16])=[O:15])=[CH:9][NH:8][C:5]2=[N:6][CH:7]=1.[NH:20]1[CH2:25][CH2:24][CH2:23][C@@H:22]([NH:26][C:27](=[O:33])[O:28][C:29]([CH3:32])([CH3:31])[CH3:30])[CH2:21]1. The catalyst is C(O)(CC)C. The product is [Br:1][C:2]1[C:3]([N:20]2[CH2:25][CH2:24][CH2:23][C@@H:22]([NH:26][C:27](=[O:33])[O:28][C:29]([CH3:31])([CH3:30])[CH3:32])[CH2:21]2)=[C:4]2[C:10]([NH:11][C:12](=[O:18])[CH2:13][S:14]([CH3:17])(=[O:16])=[O:15])=[CH:9][NH:8][C:5]2=[N:6][CH:7]=1. The yield is 0.673.